Dataset: Reaction yield outcomes from USPTO patents with 853,638 reactions. Task: Predict the reaction yield, written as a fraction of the theoretical maximum amount of product (1.0 means a 100% yield; for example, 0.34 means a 34% yield). (1) The reactants are [Si:1](Cl)([C:4]([CH3:7])([CH3:6])[CH3:5])([CH3:3])[CH3:2].[OH:9][C:10]1[CH:11]=[C:12]([CH:15]=[CH:16][CH:17]=1)[CH:13]=[O:14].C(N(CC)CC)C.O. The catalyst is C(Cl)Cl.CN(C1C=CC=CN=1)C. The product is [Si:1]([O:9][C:10]1[CH:11]=[C:12]([CH:15]=[CH:16][CH:17]=1)[CH:13]=[O:14])([C:4]([CH3:7])([CH3:6])[CH3:5])([CH3:3])[CH3:2]. The yield is 1.00. (2) The reactants are [N+](C1C=CC=CC=1S([N:13]([CH2:33][C:34]1[CH:39]=[CH:38][CH:37]=[CH:36][N:35]=1)[CH2:14][C:15]1[CH:20]=[CH:19][C:18]([CH2:21][NH:22][CH:23]2[C:32]3[N:31]=[CH:30][CH:29]=[CH:28][C:27]=3[CH2:26][CH2:25][CH2:24]2)=[CH:17][CH:16]=1)(=O)=O)([O-])=O.[CH2:40]([N:47]=[C:48]=[O:49])[C:41]1[CH:46]=[CH:45][CH:44]=[CH:43][CH:42]=1. The catalyst is ClCCl. The product is [CH2:40]([NH:47][C:48](=[O:49])[N:22]([CH2:21][C:18]1[CH:19]=[CH:20][C:15]([CH2:14][NH:13][CH2:33][C:34]2[CH:39]=[CH:38][CH:37]=[CH:36][N:35]=2)=[CH:16][CH:17]=1)[CH:23]1[C:32]2[N:31]=[CH:30][CH:29]=[CH:28][C:27]=2[CH2:26][CH2:25][CH2:24]1)[C:41]1[CH:46]=[CH:45][CH:44]=[CH:43][CH:42]=1. The yield is 0.810. (3) The reactants are [Cl:1][S:2]([OH:5])(=O)=[O:3].[Cl:6][C:7]1[C:12]([C:13]2[CH:18]=[CH:17][CH:16]=[CH:15][CH:14]=2)=[C:11]([C:19]2[CH:24]=[CH:23][C:22]([S:25]([CH3:28])(=[O:27])=[O:26])=[CH:21][CH:20]=2)[N:10]=[C:9]([C:29]([F:32])([F:31])[F:30])[N:8]=1. No catalyst specified. The product is [Cl:6][C:7]1[C:12]([C:13]2[CH:18]=[CH:17][C:16]([S:2]([Cl:1])(=[O:5])=[O:3])=[CH:15][CH:14]=2)=[C:11]([C:19]2[CH:20]=[CH:21][C:22]([S:25]([CH3:28])(=[O:27])=[O:26])=[CH:23][CH:24]=2)[N:10]=[C:9]([C:29]([F:32])([F:30])[F:31])[N:8]=1. The yield is 0.656. (4) The reactants are [CH:1]([C:3]1[C:11]2[C:10]([C:12]([O:14][CH3:15])=[O:13])=[CH:9][CH:8]=[CH:7][C:6]=2[NH:5][N:4]=1)=[O:2].C(=O)([O-])[O-].[Cs+].[Cs+].[CH3:22][O:23][C:24]1[CH:31]=[CH:30][C:27]([CH2:28]Br)=[CH:26][CH:25]=1.[I-].[Na+]. The catalyst is CN(C=O)C. The product is [CH:1]([C:3]1[C:11]2[C:10]([C:12]([O:14][CH3:15])=[O:13])=[CH:9][CH:8]=[CH:7][C:6]=2[N:5]([CH2:28][C:27]2[CH:30]=[CH:31][C:24]([O:23][CH3:22])=[CH:25][CH:26]=2)[N:4]=1)=[O:2]. The yield is 0.530. (5) The reactants are [CH3:1][CH:2]([CH2:4][CH:5]([OH:14])[CH2:6][CH2:7][C:8]#[C:9][Si:10]([CH3:13])([CH3:12])[CH3:11])[CH3:3].CCN(CC)CC.Cl[S:23]([N:26]=C=O)(=[O:25])=[O:24].C(O)=O. The catalyst is C(Cl)Cl. The product is [S:23](=[O:25])(=[O:24])([O:14][CH:5]([CH2:6][CH2:7][C:8]#[C:9][Si:10]([CH3:13])([CH3:11])[CH3:12])[CH2:4][CH:2]([CH3:1])[CH3:3])[NH2:26]. The yield is 0.630. (6) The reactants are [F:1][C:2]1[CH:7]=[CH:6][C:5]([N+:8]([O-])=O)=[CH:4][C:3]=1[O:11][CH2:12][CH2:13][O:14][CH3:15].N(C(OC(C)C)=O)=NC(OC(C)C)=O.FC1C=CC([N+]([O-])=O)=CC=1O.C1(P(C2C=CC=CC=2)C2C=CC=CC=2)C=CC=CC=1.COCCO. The catalyst is O1CCCC1. The product is [F:1][C:2]1[CH:7]=[CH:6][C:5]([NH2:8])=[CH:4][C:3]=1[O:11][CH2:12][CH2:13][O:14][CH3:15]. The yield is 0.630. (7) The reactants are [CH3:1][N:2]1[CH2:7][CH2:6][CH:5]([CH2:8][CH2:9][O:10][C:11]2[CH:20]=[C:19]3[C:14]([C:15](=[O:29])[N:16](COC(=O)C(C)(C)C)[CH:17]=[N:18]3)=[CH:13][C:12]=2[O:30][CH3:31])[CH2:4][CH2:3]1.N. The catalyst is CO. The product is [CH3:1][N:2]1[CH2:7][CH2:6][CH:5]([CH2:8][CH2:9][O:10][C:11]2[CH:20]=[C:19]3[C:14]([C:15](=[O:29])[NH:16][CH:17]=[N:18]3)=[CH:13][C:12]=2[O:30][CH3:31])[CH2:4][CH2:3]1. The yield is 1.00. (8) The reactants are [CH3:1][C:2]1[C:6]([CH2:7][N:8]2[CH:12]=[C:11]([N:13]3[C:17](=[O:18])[CH2:16][N:15]([CH2:19]COC4C=CC=CC=4)[C:14]3=[O:28])[CH:10]=[N:9]2)=[C:5]([CH3:29])[O:4][N:3]=1.BrC[C:32]1[CH:33]=[C:34]([CH:39]=[CH:40][CH:41]=1)[C:35]([O:37]C)=[O:36].C(=O)([O-])[O-].[Cs+].[Cs+]. The catalyst is CN(C=O)C.Cl. The product is [CH3:1][C:2]1[C:6]([CH2:7][N:8]2[CH:12]=[C:11]([N:13]3[C:17](=[O:18])[CH2:16][N:15]([CH2:19][C:32]4[CH:33]=[C:34]([CH:39]=[CH:40][CH:41]=4)[C:35]([OH:37])=[O:36])[C:14]3=[O:28])[CH:10]=[N:9]2)=[C:5]([CH3:29])[O:4][N:3]=1. The yield is 0.830. (9) The reactants are C[O:2][C:3](=[O:36])[C:4]1[C:9]([NH:10][C:11](=[O:13])[CH3:12])=[CH:8][CH:7]=[C:6]([N:14]2[C:18]([CH3:19])=[CH:17][CH:16]=[C:15]2[C:20]2[CH:25]=[C:24]([Br:26])[CH:23]=[CH:22][C:21]=2[O:27][CH2:28][C:29]2[CH:34]=[CH:33][C:32]([F:35])=[CH:31][CH:30]=2)[CH:5]=1.[OH-].[Na+]. The catalyst is CO. The product is [Br:26][C:24]1[CH:23]=[CH:22][C:21]([O:27][CH2:28][C:29]2[CH:30]=[CH:31][C:32]([F:35])=[CH:33][CH:34]=2)=[C:20]([C:15]2[N:14]([C:6]3[CH:5]=[C:4]([C:9]([NH:10][C:11](=[O:13])[CH3:12])=[CH:8][CH:7]=3)[C:3]([OH:36])=[O:2])[C:18]([CH3:19])=[CH:17][CH:16]=2)[CH:25]=1. The yield is 1.00. (10) The reactants are [CH2:1]([O:3][C:4](=[O:14])[C:5](O)=[CH:6][C:7](=[O:12])[C:8]([CH3:11])([CH3:10])[CH3:9])[CH3:2].Cl.[NH2:16]O. The catalyst is C(O)C.C1COCC1. The product is [CH2:1]([O:3][C:4]([C:5]1[CH:6]=[C:7]([C:8]([CH3:11])([CH3:10])[CH3:9])[O:12][N:16]=1)=[O:14])[CH3:2]. The yield is 0.510.